From a dataset of Reaction yield outcomes from USPTO patents with 853,638 reactions. Predict the reaction yield, written as a fraction of the theoretical maximum amount of product (1.0 means a 100% yield; for example, 0.34 means a 34% yield). (1) The reactants are [CH2:1]([C:3]1([C:9]([OH:11])=[O:10])[CH2:8][CH2:7][CH2:6][CH2:5][NH:4]1)[CH3:2].C=O.[C:14](=O)([O-])[O-].[Na+].[Na+]. The catalyst is CO.O.[Pd]. The product is [CH2:1]([C:3]1([C:9]([OH:11])=[O:10])[CH2:8][CH2:7][CH2:6][CH2:5][N:4]1[CH3:14])[CH3:2]. The yield is 0.714. (2) The reactants are [Si:1]([O:8][CH2:9][CH:10]1[CH2:14][N:13]([CH2:15][C:16]2[CH:21]=[CH:20][C:19]([O:22][CH3:23])=[CH:18][C:17]=2[O:24][CH3:25])[C:12](=[O:26])[CH2:11]1)([C:4]([CH3:7])([CH3:6])[CH3:5])([CH3:3])[CH3:2].CN(C)P(N(C)C)(N(C)C)=O.I[CH2:39][C:40]#[C:41][CH2:42][CH2:43][CH2:44][C:45]([O:47][CH3:48])=[O:46]. The catalyst is C1COCC1. The product is [CH3:48][O:47][C:45](=[O:46])[CH2:44][CH2:43][CH2:42][C:41]#[C:40][CH2:39][C@@H:11]1[C@@H:10]([CH2:9][O:8][Si:1]([C:4]([CH3:7])([CH3:6])[CH3:5])([CH3:3])[CH3:2])[CH2:14][N:13]([CH2:15][C:16]2[CH:21]=[CH:20][C:19]([O:22][CH3:23])=[CH:18][C:17]=2[O:24][CH3:25])[C:12]1=[O:26]. The yield is 0.160. (3) The reactants are C1(P(C2C=CC=CC=2)C2C=CC=CC=2)C=CC=CC=1.BrN1C(=O)CCC1=O.[F:28][C:29]1[CH:37]=[C:36]2[C:32]([C:33]([C:41]([OH:43])=O)=[CH:34][N:35]2[CH:38]([CH3:40])[CH3:39])=[CH:31][CH:30]=1.[NH2:44][C:45]1[S:46][CH:47]=[CH:48][N:49]=1. The catalyst is C(Cl)Cl. The product is [S:46]1[CH:47]=[CH:48][N:49]=[C:45]1[NH:44][C:41]([C:33]1[C:32]2[C:36](=[CH:37][C:29]([F:28])=[CH:30][CH:31]=2)[N:35]([CH:38]([CH3:39])[CH3:40])[CH:34]=1)=[O:43]. The yield is 0.230.